The task is: Predict the product of the given reaction.. This data is from Forward reaction prediction with 1.9M reactions from USPTO patents (1976-2016). Given the reactants NCCCO[C:6]1[CH:29]=[CH:28][C:9]([CH2:10][N:11]2[C:19]([O:20][CH3:21])=[N:18][C:17]3[C:12]2=[N:13][C:14]([O:23][CH2:24][CH2:25][CH2:26][CH3:27])=[N:15][C:16]=3[NH2:22])=[CH:8][CH:7]=1.[CH3:30][O:31][C:32]([CH2:34][C:35]1[CH:36]=[C:37]([CH:40]=[CH:41][CH:42]=1)[CH:38]=O)=[O:33].[C:43]([BH3-])#[N:44].[Na+].[C:47](O)(=[O:49])[CH3:48], predict the reaction product. The product is: [CH2:24]([O:23][C:14]1[N:13]=[C:12]2[C:17]([N:18]=[C:19]([O:20][CH3:21])[N:11]2[CH:10]([O:49][CH2:47][CH2:48][CH2:43][NH:44][CH2:38][C:37]2[CH:40]=[CH:41][CH:42]=[C:35]([CH2:34][C:32]([O:31][CH3:30])=[O:33])[CH:36]=2)[C:9]2[CH:28]=[CH:29][CH:6]=[CH:7][CH:8]=2)=[C:16]([NH2:22])[N:15]=1)[CH2:25][CH2:26][CH3:27].